This data is from Forward reaction prediction with 1.9M reactions from USPTO patents (1976-2016). The task is: Predict the product of the given reaction. (1) Given the reactants S([O-])([O:4][CH2:5][CH2:6]CCCCCCCCCC)(=O)=[O:2].[Na+].[CH2:19](O)[C@H]([C@H:22]([C@@H:24]([C@@H:26]([CH2:28][OH:29])O)O)[OH:23])O, predict the reaction product. The product is: [CH3:19][O:4][CH:5]=[CH2:6].[CH:24]1[C:22](=[O:23])[O:29][C:28](=[O:2])[CH:26]=1. (2) Given the reactants [F:1][C:2]1[CH:27]=[CH:26][C:5]([CH2:6][NH:7][CH:8]([C:20]2[CH:25]=[CH:24][CH:23]=[CH:22][CH:21]=2)[C:9]([O:11][C@@H:12]2[CH:17]3[CH2:18][CH2:19][N:14]([CH2:15][CH2:16]3)[CH2:13]2)=[O:10])=[CH:4][CH:3]=1.[Br:28][CH2:29][C:30]([C:32]1[CH:37]=[CH:36][CH:35]=[CH:34][CH:33]=1)=[O:31], predict the reaction product. The product is: [Br-:28].[F:1][C:2]1[CH:27]=[CH:26][C:5]([CH2:6][NH:7][CH:8]([C:20]2[CH:21]=[CH:22][CH:23]=[CH:24][CH:25]=2)[C:9]([O:11][C@@H:12]2[CH:17]3[CH2:16][CH2:15][N+:14]([CH2:29][C:30](=[O:31])[C:32]4[CH:37]=[CH:36][CH:35]=[CH:34][CH:33]=4)([CH2:19][CH2:18]3)[CH2:13]2)=[O:10])=[CH:4][CH:3]=1. (3) The product is: [C:29]([C@@H:28]([NH:27][C:25]([C:22]1[CH:21]=[CH:20][C:19]([C:15]2[CH:16]=[CH:17][CH:18]=[C:13]([NH:12][S:9]([C:5]3[CH:6]=[C:7]([CH3:8])[C:2]([Cl:1])=[CH:3][C:4]=3[CH3:35])(=[O:10])=[O:11])[CH:14]=2)=[CH:24][CH:23]=1)=[O:26])[CH:32]([CH3:34])[CH3:33])(=[O:31])[NH2:38]. Given the reactants [Cl:1][C:2]1[C:7]([CH3:8])=[CH:6][C:5]([S:9]([NH:12][C:13]2[CH:14]=[C:15]([C:19]3[CH:24]=[CH:23][C:22]([C:25]([NH:27][C@@H:28]([CH:32]([CH3:34])[CH3:33])[C:29]([OH:31])=O)=[O:26])=[CH:21][CH:20]=3)[CH:16]=[CH:17][CH:18]=2)(=[O:11])=[O:10])=[C:4]([CH3:35])[CH:3]=1.C([N:38](CC)CC)C.CN(C(ON1N=NC2C=CC=NC1=2)=[N+](C)C)C.F[P-](F)(F)(F)(F)F.N.CO, predict the reaction product. (4) Given the reactants C(O[CH:4](OCC)[CH2:5][N:6]([CH3:8])[CH3:7])C.Cl.[OH-].[K+].[Cl:15][C:16]1[CH:17]=[C:18]([NH:30][C:31]2[C:32]3[CH:40]=[C:39]([NH:41][C:42](=[O:52])[CH2:43]P(=O)(OCC)OCC)[N:38]=[CH:37][C:33]=3[N:34]=[CH:35][N:36]=2)[CH:19]=[CH:20][C:21]=1[O:22][CH2:23][C:24]1[CH:29]=[CH:28][CH:27]=[CH:26][N:25]=1.[Li+].[Cl-], predict the reaction product. The product is: [Cl:15][C:16]1[CH:17]=[C:18]([CH:19]=[CH:20][C:21]=1[O:22][CH2:23][C:24]1[CH:29]=[CH:28][CH:27]=[CH:26][N:25]=1)[NH:30][C:31]1[C:32]2[CH:40]=[C:39]([NH:41][C:42](=[O:52])/[CH:43]=[CH:4]/[CH2:5][N:6]([CH3:8])[CH3:7])[N:38]=[CH:37][C:33]=2[N:34]=[CH:35][N:36]=1. (5) Given the reactants Br[C:2]1[CH:3]=[C:4]([CH:20]=[CH:21][CH:22]=1)[CH2:5][N:6]1[C:15](=[O:16])[C:14]2[C:9](=[CH:10][CH:11]=[C:12]([C:17]([O-:19])=[O:18])[CH:13]=2)[N:8]=[CH:7]1.[NH:23]1[CH2:28][CH2:27][O:26][CH2:25][CH2:24]1.C(=O)([O-])[O-].[Cs+].[Cs+].[C:35]1(P(C2C=CC=CC=2)C2C3OC4C(=CC=CC=4P(C4C=CC=CC=4)C4C=CC=CC=4)C(C)(C)C=3C=CC=2)C=CC=C[CH:36]=1, predict the reaction product. The product is: [O:26]1[CH2:27][CH2:28][N:23]([C:2]2[CH:3]=[C:4]([CH:20]=[CH:21][CH:22]=2)[CH2:5][N:6]2[C:15](=[O:16])[C:14]3[C:9](=[CH:10][CH:11]=[C:12]([C:17]([O:19][CH2:35][CH3:36])=[O:18])[CH:13]=3)[N:8]=[CH:7]2)[CH2:24][CH2:25]1. (6) The product is: [CH3:9][NH:10][CH2:2][CH2:3][N:4]1[CH:8]=[CH:7][CH:6]=[CH:5]1. Given the reactants Cl[CH2:2][CH2:3][N:4]1[CH:8]=[CH:7][CH:6]=[CH:5]1.[CH3:9][NH2:10].C(O)C, predict the reaction product. (7) Given the reactants Br[CH2:2][C:3]1[CH:8]=[CH:7][CH:6]=[C:5]([CH2:9][CH3:10])[CH:4]=1.[B:11]1([B:11]2[O:15][C:14]([CH3:17])([CH3:16])[C:13]([CH3:19])([CH3:18])[O:12]2)[O:15][C:14]([CH3:17])([CH3:16])[C:13]([CH3:19])([CH3:18])[O:12]1.C(=O)([O-])[O-].[K+].[K+], predict the reaction product. The product is: [CH2:9]([C:5]1[CH:4]=[C:3]([CH:8]=[CH:7][CH:6]=1)[CH2:2][B:11]1[O:15][C:14]([CH3:17])([CH3:16])[C:13]([CH3:19])([CH3:18])[O:12]1)[CH3:10]. (8) Given the reactants C(N(CC)CC)C.[CH3:8][S:9](Cl)(=[O:11])=[O:10].[C:13]([O:17][C:18]1[CH:23]=[CH:22][C:21]([CH2:24][CH2:25][CH2:26][CH2:27][OH:28])=[CH:20][CH:19]=1)([CH3:16])([CH3:15])[CH3:14].O, predict the reaction product. The product is: [CH3:8][S:9]([O:28][CH2:27][CH2:26][CH2:25][CH2:24][C:21]1[CH:20]=[CH:19][C:18]([O:17][C:13]([CH3:16])([CH3:15])[CH3:14])=[CH:23][CH:22]=1)(=[O:11])=[O:10].